From a dataset of Catalyst prediction with 721,799 reactions and 888 catalyst types from USPTO. Predict which catalyst facilitates the given reaction. (1) The catalyst class is: 701. Product: [C:19]([O:23][C:24]([N:26]1[C:34]2[C:29](=[CH:30][C:31]([C:35]3[CH:40]=[CH:39][C:38]([F:41])=[C:37]([CH2:42][NH:54][CH2:53][CH2:52][N:50]([C:49]([O:48][C:44]([CH3:47])([CH3:45])[CH3:46])=[O:55])[CH3:51])[CH:36]=3)=[CH:32][CH:33]=2)[CH:28]=[N:27]1)=[O:25])([CH3:22])([CH3:21])[CH3:20]. Reactant: C(O[BH-](OC(=O)C)OC(=O)C)(=O)C.[Na+].C(O)(=O)C.[C:19]([O:23][C:24]([N:26]1[C:34]2[C:29](=[CH:30][C:31]([C:35]3[CH:40]=[CH:39][C:38]([F:41])=[C:37]([CH:42]=O)[CH:36]=3)=[CH:32][CH:33]=2)[CH:28]=[N:27]1)=[O:25])([CH3:22])([CH3:21])[CH3:20].[C:44]([O:48][C:49](=[O:55])[N:50]([CH2:52][CH2:53][NH2:54])[CH3:51])([CH3:47])([CH3:46])[CH3:45]. (2) Reactant: [CH:1]1[C:10]2[C:5](=[CH:6][CH:7]=[C:8]([OH:11])[CH:9]=2)[CH:4]=[CH:3][C:2]=1[OH:12].N1C=CC=CC=1.[F:19][C:20]([F:33])([F:32])[S:21](O[S:21]([C:20]([F:33])([F:32])[F:19])(=[O:23])=[O:22])(=[O:23])=[O:22]. Product: [F:19][C:20]([F:33])([F:32])[S:21]([O:12][C:2]1[CH:3]=[CH:4][C:5]2[C:10](=[CH:9][C:8]([O:11][S:21]([C:20]([F:19])([F:32])[F:33])(=[O:22])=[O:23])=[CH:7][CH:6]=2)[CH:1]=1)(=[O:23])=[O:22]. The catalyst class is: 6. (3) Reactant: [SH:1][C:2]1[N:6]([CH2:7][C:8]([O:10]C)=[O:9])[C:5]2[CH:12]=[CH:13][CH:14]=[CH:15][C:4]=2[N:3]=1.CO.[Li+].[OH-].Cl. Product: [SH:1][C:2]1[N:6]([CH2:7][C:8]([OH:10])=[O:9])[C:5]2[CH:12]=[CH:13][CH:14]=[CH:15][C:4]=2[N:3]=1. The catalyst class is: 20. (4) Reactant: [N:1]1[CH:6]=[CH:5][CH:4]=[CH:3][C:2]=1[CH:7]=[O:8].[F:9][C:10]([Si](C)(C)C)([F:12])[F:11].[F-].C([N+](CCCC)(CCCC)CCCC)CCC.Cl. Product: [OH:8][CH:7]([C:2]1[CH:3]=[CH:4][CH:5]=[CH:6][N:1]=1)[C:10]([F:12])([F:11])[F:9]. The catalyst class is: 464. (5) Reactant: [NH:1]1[CH2:5][CH2:4][CH2:3][CH2:2]1.[N+:6]([C:9]1[CH:10]=[C:11]([N:15]=[C:16]=[O:17])[CH:12]=[CH:13][CH:14]=1)([O-:8])=[O:7]. Product: [N+:6]([C:9]1[CH:10]=[C:11]([NH:15][C:16]([N:1]2[CH2:5][CH2:4][CH2:3][CH2:2]2)=[O:17])[CH:12]=[CH:13][CH:14]=1)([O-:8])=[O:7]. The catalyst class is: 1.